Predict the product of the given reaction. From a dataset of Forward reaction prediction with 1.9M reactions from USPTO patents (1976-2016). Given the reactants [C:1]1([CH3:11])[CH:6]=[CH:5][CH:4]=[CH:3][C:2]=1[CH2:7][C:8]([OH:10])=O.C(Cl)(=O)C(Cl)=O.[NH2:18][C:19](=[N:25]O)[C:20]([O:22][CH2:23][CH3:24])=[O:21].C(N(CC)C(C)C)(C)C, predict the reaction product. The product is: [CH3:11][C:1]1[CH:6]=[CH:5][CH:4]=[CH:3][C:2]=1[CH2:7][C:8]1[O:10][N:25]=[C:19]([C:20]([O:22][CH2:23][CH3:24])=[O:21])[N:18]=1.